Dataset: Reaction yield outcomes from USPTO patents with 853,638 reactions. Task: Predict the reaction yield, written as a fraction of the theoretical maximum amount of product (1.0 means a 100% yield; for example, 0.34 means a 34% yield). The reactants are [CH3:1][O:2][C:3]([C@H:5]1[CH2:9][C@H:8]([S:10]([C:13]2[CH:18]=[CH:17][C:16](Br)=[CH:15][C:14]=2[C:20]([F:23])([F:22])[F:21])(=[O:12])=[O:11])[CH2:7][C@@H:6]1[O:24][CH3:25])=[O:4].[N-:26]=[N+:27]=[N-:28].[Na+].O. The catalyst is CC(N(C)C)=O. The product is [CH3:1][O:2][C:3]([C@H:5]1[CH2:9][C@H:8]([S:10]([C:13]2[CH:18]=[CH:17][C:16]([N:26]=[N+:27]=[N-:28])=[CH:15][C:14]=2[C:20]([F:23])([F:22])[F:21])(=[O:12])=[O:11])[CH2:7][C@@H:6]1[O:24][CH3:25])=[O:4]. The yield is 0.770.